This data is from Catalyst prediction with 721,799 reactions and 888 catalyst types from USPTO. The task is: Predict which catalyst facilitates the given reaction. (1) Product: [CH2:1]([O:8][C:9]1[CH:14]=[CH:13][C:12]([B:17]([OH:22])[OH:18])=[CH:11][C:10]=1[F:16])[C:2]1[CH:7]=[CH:6][CH:5]=[CH:4][CH:3]=1. Reactant: [CH2:1]([O:8][C:9]1[CH:14]=[CH:13][C:12](Br)=[CH:11][C:10]=1[F:16])[C:2]1[CH:7]=[CH:6][CH:5]=[CH:4][CH:3]=1.[B:17](OC(C)C)([O:22]C(C)C)[O:18]C(C)C.C([Li])CCC.Cl. The catalyst class is: 188. (2) Reactant: [CH2:1]([O:3][C:4]([C:6]1([C:15]([OH:17])=O)[CH2:14][C:13]2[C:8](=[CH:9][CH:10]=[CH:11][CH:12]=2)[CH2:7]1)=[O:5])[CH3:2].N[C:19]1[C:28]2[C:23](=[CH:24][CH:25]=[CH:26][CH:27]=2)[CH:22]=[CH:21][N:20]=1.CC[N:31](C(C)C)C(C)C.CO.C(Cl)Cl. Product: [CH2:1]([O:3][C:4]([C:6]1([C:15](=[O:17])[NH:31][C:24]2[CH:25]=[CH:26][CH:27]=[C:28]3[C:23]=2[CH:22]=[CH:21][N:20]=[CH:19]3)[CH2:7][C:8]2[C:13](=[CH:12][CH:11]=[CH:10][CH:9]=2)[CH2:14]1)=[O:5])[CH3:2]. The catalyst class is: 2. (3) Reactant: [OH:1][CH:2]1[CH:6]2[N:7]([C:10](=[S:12])[O-:11])[CH2:8][CH2:9][CH:5]2[O:4][CH2:3]1.N1(C(=O)S[CH2:20][C:21]2[C:26]([Cl:27])=[CH:25][CH:24]=[C:23]([CH3:28])[C:22]=2[F:29])C=CN=C1.Cl.O1[C@H]2[C@H](NCC2)[C@@H](O)C1. Product: [OH:1][C@@H:2]1[C@H:6]2[N:7]([C:10](=[O:11])[S:12][CH2:20][C:21]3[C:26]([Cl:27])=[CH:25][CH:24]=[C:23]([CH3:28])[C:22]=3[F:29])[CH2:8][CH2:9][C@H:5]2[O:4][CH2:3]1. The catalyst class is: 4. (4) Reactant: [N:1]([CH2:4][C@@H:5]([OH:11])[CH2:6][C:7]([F:10])([F:9])[F:8])=[N+]=[N-]. Product: [NH2:1][CH2:4][C@@H:5]([OH:11])[CH2:6][C:7]([F:10])([F:9])[F:8]. The catalyst class is: 19. (5) Reactant: [Cl:1][C:2]1[C:3]([N:14]2[CH2:17][CH:16]([C:18]([OH:20])=O)[CH2:15]2)=[N:4][C:5]([CH3:13])=[C:6]([C:8]([O:10][CH2:11][CH3:12])=[O:9])[CH:7]=1.CCN(C(C)C)C(C)C.CN(C(ON1N=NC2C=CC=CC1=2)=[N+](C)C)C.[B-](F)(F)(F)F.[CH3:52][C:53]1[CH:58]=[CH:57][C:56]([CH2:59][S:60]([NH2:63])(=[O:62])=[O:61])=[CH:55][CH:54]=1.OS([O-])(=O)=O.[K+]. Product: [Cl:1][C:2]1[C:3]([N:14]2[CH2:15][CH:16]([C:18]([NH:63][S:60]([CH2:59][C:56]3[CH:57]=[CH:58][C:53]([CH3:52])=[CH:54][CH:55]=3)(=[O:61])=[O:62])=[O:20])[CH2:17]2)=[N:4][C:5]([CH3:13])=[C:6]([CH:7]=1)[C:8]([O:10][CH2:11][CH3:12])=[O:9]. The catalyst class is: 2. (6) The catalyst class is: 7. Product: [F:43][C:2]([F:1])([F:42])[C:3]1[CH:4]=[C:5]([C@H:13]([N:15]([CH3:41])[C:16]([N:18]2[CH2:32][CH2:31][C@:21]3([NH:25][C@@:24]([CH2:26][OH:27])([CH3:30])[CH2:23][CH2:22]3)[CH2:20][C@@H:19]2[C:33]2[CH:38]=[CH:37][C:36]([F:39])=[CH:35][C:34]=2[CH3:40])=[O:17])[CH3:14])[CH:6]=[C:7]([C:9]([F:12])([F:10])[F:11])[CH:8]=1. Reactant: [F:1][C:2]([F:43])([F:42])[C:3]1[CH:4]=[C:5]([C@H:13]([N:15]([CH3:41])[C:16]([N:18]2[CH2:32][CH2:31][C@:21]3([NH:25][C@:24]([CH3:30])([C:26](OC)=[O:27])[CH2:23][CH2:22]3)[CH2:20][C@@H:19]2[C:33]2[CH:38]=[CH:37][C:36]([F:39])=[CH:35][C:34]=2[CH3:40])=[O:17])[CH3:14])[CH:6]=[C:7]([C:9]([F:12])([F:11])[F:10])[CH:8]=1.[BH4-].[Li+]. (7) Reactant: [CH3:1][N:2]1[C:10]2[C:5](=[C:6]([CH3:11])[CH:7]=[CH:8][CH:9]=2)[C:4]([CH2:12][N:13]2[C:17]3[CH:18]=[C:19]([CH3:23])[C:20]([CH3:22])=[CH:21][C:16]=3[N:15](C(C)=C)[C:14]2=[O:27])=[CH:3]1.O.Cl. Product: [CH3:1][N:2]1[C:10]2[C:5](=[C:6]([CH3:11])[CH:7]=[CH:8][CH:9]=2)[C:4]([CH2:12][N:13]2[C:17]3[CH:18]=[C:19]([CH3:23])[C:20]([CH3:22])=[CH:21][C:16]=3[NH:15][C:14]2=[O:27])=[CH:3]1. The catalyst class is: 100.